From a dataset of Catalyst prediction with 721,799 reactions and 888 catalyst types from USPTO. Predict which catalyst facilitates the given reaction. (1) Reactant: [NH2:1][C:2]1[C:7](Cl)=[N:6][CH:5]=[CH:4][N:3]=1.O(CC)[C:10]([S-:12])=[S:11].[K+].CN1CCCC1=O.C(O)(=O)C. Product: [S:12]1[C:7]2[C:2](=[N:3][CH:4]=[CH:5][N:6]=2)[NH:1][C:10]1=[S:11]. The catalyst class is: 6. (2) Reactant: [OH:1][NH:2]/[C:3](=[N:14]\[H])/[C:4]1[CH:9]=[CH:8][C:7]([C:10]([F:13])([F:12])[F:11])=[N:6][CH:5]=1.[F:16][C:17]1[CH:22]=[CH:21][C:20]([CH:23]2[CH2:27][CH2:26][N:25]([CH2:28][C:29](O)=O)[C:24]2=[O:32])=[CH:19][CH:18]=1.Cl.C(N=C=NCCCN(C)C)C. Product: [F:16][C:17]1[CH:22]=[CH:21][C:20]([CH:23]2[CH2:27][CH2:26][N:25]([CH2:28][C:29]3[O:1][N:2]=[C:3]([C:4]4[CH:5]=[N:6][C:7]([C:10]([F:13])([F:12])[F:11])=[CH:8][CH:9]=4)[N:14]=3)[C:24]2=[O:32])=[CH:19][CH:18]=1. The catalyst class is: 68. (3) Product: [CH2:10]([O:9][C:7]([C:3]1([C:12]([OH:14])=[O:13])[CH2:4][CH2:5][CH2:6]1)=[O:8])[CH3:11]. The catalyst class is: 8. Reactant: [OH-].[K+].[C:3]1([C:12]([O:14]CC)=[O:13])([C:7]([O:9][CH2:10][CH3:11])=[O:8])[CH2:6][CH2:5][CH2:4]1.Cl.